From a dataset of Catalyst prediction with 721,799 reactions and 888 catalyst types from USPTO. Predict which catalyst facilitates the given reaction. Reactant: [CH2:1]([O:3][C:4](=[O:29])[C:5]1[CH:10]=[CH:9][C:8]([N:11]2[CH:15]=[C:14]([C:16]3[CH:21]=[CH:20][CH:19]=[CH:18][C:17]=3[OH:22])[C:13]([C:23]#[N:24])=[CH:12]2)=[C:7](OC)[C:6]=1[O:27][CH3:28])[CH3:2].[C:30](=[O:33])([O-])[O-].[K+].[K+].BrC[CH2:38][CH2:39][O:40][CH3:41].O. Product: [CH2:1]([O:3][C:4](=[O:29])[C:5]1[CH:10]=[CH:9][C:8]([N:11]2[CH:15]=[C:14]([C:16]3[CH:21]=[CH:20][CH:19]=[CH:18][C:17]=3[O:22][CH2:38][CH2:39][O:40][CH3:41])[C:13]([C:23]#[N:24])=[CH:12]2)=[CH:7][C:6]=1[O:27][CH2:28][O:33][CH3:30])[CH3:2]. The catalyst class is: 9.